Dataset: Reaction yield outcomes from USPTO patents with 853,638 reactions. Task: Predict the reaction yield, written as a fraction of the theoretical maximum amount of product (1.0 means a 100% yield; for example, 0.34 means a 34% yield). (1) The reactants are [O:1]1[C:5]2[CH:6]=[CH:7][CH:8]=[CH:9][C:4]=2[C:3]([CH2:10][N:11]2[C:15]3[CH:16]=[CH:17][CH:18]=[CH:19][C:14]=3[NH:13][C:12]2=[O:20])=[N:2]1.[C:21]([O:28][CH2:29][CH3:30])(=[O:27])/[CH:22]=[CH:23]/[CH2:24][CH2:25][CH3:26].[OH-].C([N+](C)(C)C)C1C=CC=CC=1. The product is [CH2:29]([O:28][C:21](=[O:27])[CH2:22][CH:23]([N:13]1[C:14]2[CH:19]=[CH:18][CH:17]=[CH:16][C:15]=2[N:11]([CH2:10][C:3]2[C:4]3[CH:9]=[CH:8][CH:7]=[CH:6][C:5]=3[O:1][N:2]=2)[C:12]1=[O:20])[CH2:24][CH2:25][CH3:26])[CH3:30]. The catalyst is CN(C=O)C.[NH4+].[Cl-]. The yield is 0.460. (2) The reactants are [C:1]([NH:4][C:5]1[CH:14]=[CH:13][C:12]2[C:7](=[CH:8][CH:9]=[C:10]([CH2:15]Br)[CH:11]=2)[N:6]=1)(=[O:3])[CH3:2].[C-:17]#[N:18].[Na+]. The catalyst is CN(C=O)C. The product is [C:1]([NH:4][C:5]1[CH:14]=[CH:13][C:12]2[C:7](=[CH:8][CH:9]=[C:10]([CH2:15][C:17]#[N:18])[CH:11]=2)[N:6]=1)(=[O:3])[CH3:2]. The yield is 0.830. (3) The reactants are [C:1]([O:5][C:6]([C:8]1[CH:9]=[C:10]([C:14]2[C:19]([CH3:20])=[CH:18][CH:17]=[CH:16][N+:15]=2[O-])[CH:11]=[CH:12][CH:13]=1)=[O:7])([CH3:4])([CH3:3])[CH3:2].[N:22]1C=CC=CC=1.CS(OS(C)(=O)=O)(=O)=O.C(CN)O. The catalyst is CC#N.O. The product is [C:1]([O:5][C:6](=[O:7])[C:8]1[CH:13]=[CH:12][CH:11]=[C:10]([C:14]2[C:19]([CH3:20])=[CH:18][CH:17]=[C:16]([NH2:22])[N:15]=2)[CH:9]=1)([CH3:4])([CH3:3])[CH3:2]. The yield is 0.530. (4) The product is [CH3:1][C:2]1[CH:7]=[CH:6][C:5]([S:8]([O:11][CH2:12][CH:13]2[CH2:17][C:16]3[CH:18]=[C:19]([CH:23]([CH3:25])[CH3:24])[CH:20]=[C:21]([C:27]4[CH:32]=[CH:31][CH:30]=[CH:29][CH:28]=4)[C:15]=3[O:14]2)(=[O:10])=[O:9])=[CH:4][CH:3]=1. The yield is 0.460. The reactants are [CH3:1][C:2]1[CH:7]=[CH:6][C:5]([S:8]([O:11][CH2:12][CH:13]2[CH2:17][C:16]3[CH:18]=[C:19]([CH:23]([CH3:25])[CH3:24])[CH:20]=[C:21](Br)[C:15]=3[O:14]2)(=[O:10])=[O:9])=[CH:4][CH:3]=1.C[C:27]1[CH:32]=[CH:31][CH:30]=[CH:29][C:28]=1B(O)O.C(C1C=CC=CC=1B1OC(C)(C)C(C)(C)O1)(C)C. No catalyst specified.